Dataset: Forward reaction prediction with 1.9M reactions from USPTO patents (1976-2016). Task: Predict the product of the given reaction. (1) Given the reactants [CH3:1][O:2][C:3]1[CH:9]=[C:8]([O:10][CH3:11])[CH:7]=[CH:6][C:4]=1[NH2:5].C(=O)([O-])[O-].[K+].[K+].Br[CH2:19][C:20]([O:22][CH3:23])=[O:21].O, predict the reaction product. The product is: [CH3:23][O:22][C:20](=[O:21])[CH2:19][NH:5][C:4]1[CH:6]=[CH:7][C:8]([O:10][CH3:11])=[CH:9][C:3]=1[O:2][CH3:1]. (2) Given the reactants Br[C:2]1[N:7]=[C:6]([C:8]([N:10]([CH3:12])[CH3:11])=[O:9])[C:5](=[O:13])[N:4]([C:14]2[CH:19]=[CH:18][CH:17]=[C:16]([C:20]([F:23])([F:22])[F:21])[CH:15]=2)[C:3]=1[CH3:24].[CH2:25]([O:27][CH:28]([O:31][CH2:32][CH3:33])[C:29]#[CH:30])[CH3:26].CCN(CC)CC, predict the reaction product. The product is: [CH2:25]([O:27][CH:28]([O:31][CH2:32][CH3:33])[C:29]#[C:30][C:2]1[N:7]=[C:6]([C:8]([N:10]([CH3:12])[CH3:11])=[O:9])[C:5](=[O:13])[N:4]([C:14]2[CH:19]=[CH:18][CH:17]=[C:16]([C:20]([F:23])([F:22])[F:21])[CH:15]=2)[C:3]=1[CH3:24])[CH3:26]. (3) Given the reactants [CH3:1][O:2][C:3]1[CH:4]=[C:5]([O:14][CH3:15])[C:6]2[O:10][C:9]([CH2:11][OH:12])=[CH:8][C:7]=2[CH:13]=1.Cl[C:17]([O:19][C:20]1[CH:25]=[CH:24][C:23]([N+:26]([O-:28])=[O:27])=[CH:22][CH:21]=1)=[O:18], predict the reaction product. The product is: [C:17](=[O:18])([O:19][C:20]1[CH:21]=[CH:22][C:23]([N+:26]([O-:28])=[O:27])=[CH:24][CH:25]=1)[O:12][CH2:11][C:9]1[O:10][C:6]2[C:5]([O:14][CH3:15])=[CH:4][C:3]([O:2][CH3:1])=[CH:13][C:7]=2[CH:8]=1. (4) Given the reactants [O:1]1[CH2:3][CH:2]1[C:4]1[CH:5]=[C:6]2[C:29](=[CH:30][CH:31]=1)[C:10]1=[N:11][O:12][C:13]([C:14]3[C:18]([C:19]([F:22])([F:21])[F:20])=[C:17]([C:23]4[CH:28]=[CH:27][CH:26]=[CH:25][CH:24]=4)[O:16][N:15]=3)=[C:9]1[CH2:8][CH2:7]2.[NH:32]1[CH2:37][CH2:36][CH2:35][C@H:34]([CH2:38][C:39]([O:41][CH2:42][CH3:43])=[O:40])[CH2:33]1, predict the reaction product. The product is: [OH:1][CH:2]([C:4]1[CH:5]=[C:6]2[C:29](=[CH:30][CH:31]=1)[C:10]1=[N:11][O:12][C:13]([C:14]3[C:18]([C:19]([F:22])([F:20])[F:21])=[C:17]([C:23]4[CH:24]=[CH:25][CH:26]=[CH:27][CH:28]=4)[O:16][N:15]=3)=[C:9]1[CH2:8][CH2:7]2)[CH2:3][N:32]1[CH2:37][CH2:36][CH2:35][C@H:34]([CH2:38][C:39]([O:41][CH2:42][CH3:43])=[O:40])[CH2:33]1. (5) The product is: [CH2:24]([O:26][C:42]1[CH:43]=[CH:44][C:45]([N:4]2[CH2:3][CH2:2][N:1]([S:7]([C:10]3([C:16]([O:18][C:19]([CH3:22])([CH3:21])[CH3:20])=[O:17])[CH2:15][CH2:14][O:13][CH2:12][CH2:11]3)(=[O:9])=[O:8])[CH2:6][CH2:5]2)=[CH:46][CH:47]=1)[CH3:23]. Given the reactants [N:1]1([S:7]([C:10]2([C:16]([O:18][C:19]([CH3:22])([CH3:21])[CH3:20])=[O:17])[CH2:15][CH2:14][O:13][CH2:12][CH2:11]2)(=[O:9])=[O:8])[CH2:6][CH2:5][NH:4][CH2:3][CH2:2]1.[CH3:23][C:24](C)([O-:26])C.[Na+].C(P(C(C)(C)C)C(C)(C)C)(C)(C)C.[C:42]1(C)[CH:47]=[CH:46][CH:45]=[CH:44][CH:43]=1, predict the reaction product. (6) Given the reactants [CH:1]1([CH2:4][O:5][C:6](=[O:27])[CH:7]([C:12]2[CH:17]=[C:16]([O:18][CH2:19][CH:20]3[CH2:22][CH2:21]3)[C:15]([N+:23]([O-])=O)=[CH:14][C:13]=2[F:26])[CH2:8][CH:9]([CH3:11])[CH3:10])[CH2:3][CH2:2]1, predict the reaction product. The product is: [CH:1]1([CH2:4][O:5][C:6](=[O:27])[CH:7]([C:12]2[CH:17]=[C:16]([O:18][CH2:19][CH:20]3[CH2:21][CH2:22]3)[C:15]([NH2:23])=[CH:14][C:13]=2[F:26])[CH2:8][CH:9]([CH3:11])[CH3:10])[CH2:2][CH2:3]1. (7) Given the reactants [H-].[Na+].[CH3:3][O:4][CH2:5][CH2:6][O:7][CH2:8][C:9]1[CH:14]=[CH:13][C:12]([C@@:15]2([OH:48])[CH2:20][CH2:19][N:18]([S:21]([C:24]3[CH:29]=[CH:28][C:27]([CH3:30])=[CH:26][CH:25]=3)(=[O:23])=[O:22])[CH2:17][C@@H:16]2[O:31][CH2:32][C:33]2[CH:34]=[CH:35][C:36]3[O:41][CH2:40][CH2:39][N:38]([CH2:42][CH2:43][CH2:44][O:45][CH3:46])[C:37]=3[CH:47]=2)=[CH:11][CH:10]=1.Br[CH2:50][C:51]#[N:52].C([O-])(O)=O.[Na+], predict the reaction product. The product is: [CH3:3][O:4][CH2:5][CH2:6][O:7][CH2:8][C:9]1[CH:14]=[CH:13][C:12]([C@@:15]2([O:48][CH2:50][C:51]#[N:52])[CH2:20][CH2:19][N:18]([S:21]([C:24]3[CH:25]=[CH:26][C:27]([CH3:30])=[CH:28][CH:29]=3)(=[O:22])=[O:23])[CH2:17][C@@H:16]2[O:31][CH2:32][C:33]2[CH:34]=[CH:35][C:36]3[O:41][CH2:40][CH2:39][N:38]([CH2:42][CH2:43][CH2:44][O:45][CH3:46])[C:37]=3[CH:47]=2)=[CH:11][CH:10]=1. (8) Given the reactants Cl[C:2]1[N:10]=[C:9]2[C:5]([N:6](C)[C:7](=[O:16])[N:8]2[CH:11]([CH2:14][CH3:15])[CH2:12][CH3:13])=[CH:4][N:3]=1.CC1C=CC(S(O)(=O)=O)=CC=1.[NH2:29][C:30]1[CH:35]=[CH:34][C:33]([N:36]2[CH2:41][CH2:40][N:39]([C:42](=[O:44])[CH3:43])[CH2:38][CH2:37]2)=[CH:32][CH:31]=1, predict the reaction product. The product is: [C:42]([N:39]1[CH2:38][CH2:37][N:36]([C:33]2[CH:34]=[CH:35][C:30]([NH:29][C:2]3[N:10]=[C:9]4[C:5]([NH:6][C:7](=[O:16])[N:8]4[CH:11]([CH2:12][CH3:13])[CH2:14][CH3:15])=[CH:4][N:3]=3)=[CH:31][CH:32]=2)[CH2:41][CH2:40]1)(=[O:44])[CH3:43]. (9) Given the reactants [I:1]I.C1(P(C2C=CC=CC=2)C2C=CC=CC=2)C=CC=CC=1.N1C=CN=C1.O[CH2:28][C:29]1[N:30]=[C:31]([CH:34]2[CH2:39][CH2:38][N:37]([C:40]([O:42][C:43]([CH3:46])([CH3:45])[CH3:44])=[O:41])[CH2:36][CH2:35]2)[S:32][CH:33]=1, predict the reaction product. The product is: [I:1][CH2:28][C:29]1[N:30]=[C:31]([CH:34]2[CH2:39][CH2:38][N:37]([C:40]([O:42][C:43]([CH3:46])([CH3:45])[CH3:44])=[O:41])[CH2:36][CH2:35]2)[S:32][CH:33]=1.